Dataset: Forward reaction prediction with 1.9M reactions from USPTO patents (1976-2016). Task: Predict the product of the given reaction. Given the reactants [N:1]1[C:10]2[C:5](=[CH:6][CH:7]=[CH:8][CH:9]=2)[CH:4]=[C:3]([NH2:11])[CH:2]=1.[C:12]([O:16][C:17]([N:19]1[CH2:24][CH2:23][C:22](=O)[CH2:21][CH2:20]1)=[O:18])([CH3:15])([CH3:14])[CH3:13].C(O)(=O)C.ClC(Cl)C.C(O[BH-](OC(=O)C)OC(=O)C)(=O)C.[Na+], predict the reaction product. The product is: [C:12]([O:16][C:17]([N:19]1[CH2:24][CH2:23][CH:22]([NH:11][C:3]2[CH:2]=[N:1][C:10]3[C:5]([CH:4]=2)=[CH:6][CH:7]=[CH:8][CH:9]=3)[CH2:21][CH2:20]1)=[O:18])([CH3:15])([CH3:13])[CH3:14].